Dataset: NCI-60 drug combinations with 297,098 pairs across 59 cell lines. Task: Regression. Given two drug SMILES strings and cell line genomic features, predict the synergy score measuring deviation from expected non-interaction effect. (1) Drug 1: C1=CC(=CC=C1CCC2=CNC3=C2C(=O)NC(=N3)N)C(=O)NC(CCC(=O)O)C(=O)O. Drug 2: C1CNP(=O)(OC1)N(CCCl)CCCl. Cell line: UACC62. Synergy scores: CSS=10.5, Synergy_ZIP=-1.85, Synergy_Bliss=-0.406, Synergy_Loewe=-6.57, Synergy_HSA=0.501. (2) Drug 1: C1CC(C1)(C(=O)O)C(=O)O.[NH2-].[NH2-].[Pt+2]. Drug 2: CC1=C(N=C(N=C1N)C(CC(=O)N)NCC(C(=O)N)N)C(=O)NC(C(C2=CN=CN2)OC3C(C(C(C(O3)CO)O)O)OC4C(C(C(C(O4)CO)O)OC(=O)N)O)C(=O)NC(C)C(C(C)C(=O)NC(C(C)O)C(=O)NCCC5=NC(=CS5)C6=NC(=CS6)C(=O)NCCC[S+](C)C)O. Cell line: HOP-62. Synergy scores: CSS=55.1, Synergy_ZIP=0.779, Synergy_Bliss=-0.533, Synergy_Loewe=-36.5, Synergy_HSA=0.157. (3) Drug 1: COC1=NC(=NC2=C1N=CN2C3C(C(C(O3)CO)O)O)N. Drug 2: CC12CCC3C(C1CCC2OP(=O)(O)O)CCC4=C3C=CC(=C4)OC(=O)N(CCCl)CCCl.[Na+]. Cell line: MOLT-4. Synergy scores: CSS=50.1, Synergy_ZIP=0.249, Synergy_Bliss=-0.797, Synergy_Loewe=-1.80, Synergy_HSA=-0.235. (4) Drug 1: CC1=C2C(C(=O)C3(C(CC4C(C3C(C(C2(C)C)(CC1OC(=O)C(C(C5=CC=CC=C5)NC(=O)OC(C)(C)C)O)O)OC(=O)C6=CC=CC=C6)(CO4)OC(=O)C)OC)C)OC. Drug 2: C1CC(=O)NC(=O)C1N2C(=O)C3=CC=CC=C3C2=O. Cell line: HL-60(TB). Synergy scores: CSS=24.5, Synergy_ZIP=-6.45, Synergy_Bliss=-13.2, Synergy_Loewe=-48.6, Synergy_HSA=-13.6.